This data is from Catalyst prediction with 721,799 reactions and 888 catalyst types from USPTO. The task is: Predict which catalyst facilitates the given reaction. (1) The catalyst class is: 10. Reactant: [CH2:1]([NH:8][C:9](=O)[CH2:10][N:11]1[C:19](=[O:20])[C:18]2[C:13](=[CH:14][CH:15]=[CH:16][CH:17]=2)[C:12]1=[O:21])[C:2]1[CH:7]=[CH:6][CH:5]=[CH:4][CH:3]=1.[N-:23]=[N+:24]=[N-:25].[Na+].FC(F)(F)S(OS(C(F)(F)F)(=O)=O)(=O)=O.ClCCl. Product: [CH2:1]([N:8]1[C:9]([CH2:10][N:11]2[C:19](=[O:20])[C:18]3[C:13](=[CH:14][CH:15]=[CH:16][CH:17]=3)[C:12]2=[O:21])=[N:25][N:24]=[N:23]1)[C:2]1[CH:7]=[CH:6][CH:5]=[CH:4][CH:3]=1. (2) Reactant: [F:1][C:2]1[CH:15]=[CH:14][C:5]([C:6]([CH2:8][C:9]([O:11][CH2:12][CH3:13])=[O:10])=[O:7])=[CH:4][CH:3]=1.[H-].[Na+].[CH:18]([C:21]1[CH:28]=[CH:27][C:24]([CH2:25]Cl)=[CH:23][CH:22]=1)([CH3:20])[CH3:19].O. Product: [F:1][C:2]1[CH:3]=[CH:4][C:5]([C:6](=[O:7])[CH:8]([CH2:25][C:24]2[CH:27]=[CH:28][C:21]([CH:18]([CH3:20])[CH3:19])=[CH:22][CH:23]=2)[C:9]([O:11][CH2:12][CH3:13])=[O:10])=[CH:14][CH:15]=1. The catalyst class is: 57. (3) Reactant: [CH3:1][C@H:2]1[N:7]([S:8]([C:11]2[CH:16]=[CH:15][C:14]([C:17]([F:20])([F:19])[F:18])=[CH:13][CH:12]=2)(=[O:10])=[O:9])[CH2:6][CH2:5][N:4](C(OC(C)(C)C)=O)[CH2:3]1.[ClH:28]. Product: [ClH:28].[CH3:1][C@@H:2]1[CH2:3][NH:4][CH2:5][CH2:6][N:7]1[S:8]([C:11]1[CH:12]=[CH:13][C:14]([C:17]([F:20])([F:18])[F:19])=[CH:15][CH:16]=1)(=[O:10])=[O:9]. The catalyst class is: 12. (4) Reactant: FC(F)(F)C(O)=O.[Cl:8][C:9]1[CH:10]=[C:11]([C@H:16]2[C:25]3[C:20](=[CH:21][C:22]([CH2:26][S:27]([C:30]4[CH:35]=[CH:34][CH:33]=[CH:32][CH:31]=4)(=[O:29])=[O:28])=[CH:23][CH:24]=3)[C@@H:19]([N:36](C)[C:37](=O)OC(C)(C)C)[CH2:18][CH2:17]2)[CH:12]=[CH:13][C:14]=1[Cl:15]. Product: [Cl:8][C:9]1[CH:10]=[C:11]([C@H:16]2[C:25]3[C:20](=[CH:21][C:22]([CH2:26][S:27]([C:30]4[CH:35]=[CH:34][CH:33]=[CH:32][CH:31]=4)(=[O:28])=[O:29])=[CH:23][CH:24]=3)[C@@H:19]([NH:36][CH3:37])[CH2:18][CH2:17]2)[CH:12]=[CH:13][C:14]=1[Cl:15]. The catalyst class is: 2. (5) Reactant: Cl[C:2]1[CH:3]=[CH:4][C:5]2[N:6]([C:8]([C:11]([F:14])([F:13])[F:12])=[N:9][N:10]=2)[N:7]=1.[NH:15]1[CH2:18][CH:17]([CH2:19][OH:20])[CH2:16]1.CCN(C(C)C)C(C)C. Product: [F:12][C:11]([F:14])([F:13])[C:8]1[N:6]2[N:7]=[C:2]([N:15]3[CH2:18][CH:17]([CH2:19][OH:20])[CH2:16]3)[CH:3]=[CH:4][C:5]2=[N:10][N:9]=1. The catalyst class is: 3. (6) Reactant: [NH2:1][C:2]1[S:3][C:4]([CH2:11][CH2:12][CH3:13])=[CH:5][C:6]=1[C:7]([O:9]C)=O.Cl[C:15](Cl)([O:17]C(=O)OC(Cl)(Cl)Cl)Cl.C(N(CC)CC)C.[CH3:33][O:34][C:35]1[CH:40]=[C:39]([O:41][CH3:42])[CH:38]=[CH:37][C:36]=1[CH2:43][NH2:44]. Product: [CH3:33][O:34][C:35]1[CH:40]=[C:39]([O:41][CH3:42])[CH:38]=[CH:37][C:36]=1[CH2:43][N:44]1[C:7](=[O:9])[C:6]2[CH:5]=[C:4]([CH2:11][CH2:12][CH3:13])[S:3][C:2]=2[NH:1][C:15]1=[O:17]. The catalyst class is: 2. (7) Reactant: [CH3:1][O:2][C:3]([C:5]1[C:14]2[C:13]3[N:15]=[CH:16][CH:17]=[CH:18][C:12]=3[CH2:11][NH:10][CH2:9][C:8]=2[NH:7][CH:6]=1)=[O:4].[CH:19](=O)[C:20]1[CH:25]=[CH:24][CH:23]=[CH:22][CH:21]=1.C(O[BH-](OC(=O)C)OC(=O)C)(=O)C.[Na+]. Product: [CH3:1][O:2][C:3]([C:5]1[C:14]2[C:13]3[N:15]=[CH:16][CH:17]=[CH:18][C:12]=3[CH2:11][N:10]([CH2:19][C:20]3[CH:25]=[CH:24][CH:23]=[CH:22][CH:21]=3)[CH2:9][C:8]=2[NH:7][CH:6]=1)=[O:4]. The catalyst class is: 68. (8) Reactant: [OH:1][C:2]1[CH:10]=[CH:9][C:5]([C:6]([OH:8])=[O:7])=[CH:4][CH:3]=1.C1(C)C=CC(S(O)(=O)=O)=CC=1.[NH+]1C=CC=CC=1.[O:28]1[CH:33]=[CH:32][CH2:31][CH2:30][CH2:29]1. Product: [O:28]1[CH2:33][CH2:32][CH2:31][CH2:30][CH:29]1[O:1][C:2]1[CH:10]=[CH:9][C:5]([C:6]([OH:8])=[O:7])=[CH:4][CH:3]=1. The catalyst class is: 27. (9) Product: [C:1]12([C:7]([N:10]3[CH:14]=[CH:13][N:12]=[CH:11]3)=[O:9])[CH2:6][CH:5]1[CH2:4][CH2:3][CH2:2]2. The catalyst class is: 2. Reactant: [C:1]12([C:7]([OH:9])=O)[CH2:6][CH:5]1[CH2:4][CH2:3][CH2:2]2.[N:10]1(C([N:10]2[CH:14]=[CH:13][N:12]=[CH:11]2)=O)[CH:14]=[CH:13][N:12]=[CH:11]1. (10) Reactant: C(O[C:6]([N:8](C)[CH:9]([CH3:39])[C:10]([NH:12][CH:13]([C:35]([CH3:38])([CH3:37])[CH3:36])[C:14]([N:16]1[CH2:20][CH2:19][CH:18]([O:21][C:22](=[O:24])[CH3:23])[CH:17]1[CH2:25][C:26]1[C:34]2[C:29](=[N:30][CH:31]=[CH:32][CH:33]=2)[NH:28][CH:27]=1)=[O:15])=[O:11])=O)(C)(C)C.C(O)(C(F)(F)F)=O. Product: [CH3:37][C:35]([CH3:36])([CH3:38])[CH:13]([NH:12][C:10](=[O:11])[CH:9]([NH:8][CH3:6])[CH3:39])[C:14]([N:16]1[CH2:20][CH2:19][CH:18]([O:21][C:22](=[O:24])[CH3:23])[CH:17]1[CH2:25][C:26]1[C:34]2[C:29](=[N:30][CH:31]=[CH:32][CH:33]=2)[NH:28][CH:27]=1)=[O:15]. The catalyst class is: 2.